Dataset: Forward reaction prediction with 1.9M reactions from USPTO patents (1976-2016). Task: Predict the product of the given reaction. (1) Given the reactants [OH:1][CH2:2][C:3]1[N:8]=[CH:7][C:6]([O:9][CH:10]2[CH2:13][N:12](C(OC(C)(C)C)=O)[CH2:11]2)=[CH:5][CH:4]=1.[H-].[Na+].CI.[C:25](O)(C(F)(F)F)=O.[OH-].[Na+], predict the reaction product. The product is: [NH:12]1[CH2:13][CH:10]([O:9][C:6]2[CH:5]=[CH:4][C:3]([CH2:2][O:1][CH3:25])=[N:8][CH:7]=2)[CH2:11]1. (2) Given the reactants [CH2:1]([NH:3][C:4]([NH:6][C:7]1[S:8][C:9]([C:13]2[CH:18]=[CH:17][C:16]([S:19]([CH3:22])(=[O:21])=[O:20])=[C:15](F)[CH:14]=2)=[C:10]([CH3:12])[N:11]=1)=[O:5])[CH3:2].[CH3:24][N:25]([CH3:30])[CH2:26][CH2:27][NH:28][CH3:29], predict the reaction product. The product is: [CH3:24][N:25]([CH3:30])[CH2:26][CH2:27][N:28]([CH3:29])[C:15]1[CH:14]=[C:13]([C:9]2[S:8][C:7]([NH:6][C:4]([NH:3][CH2:1][CH3:2])=[O:5])=[N:11][C:10]=2[CH3:12])[CH:18]=[CH:17][C:16]=1[S:19]([CH3:22])(=[O:21])=[O:20]. (3) Given the reactants [CH:1]1([C:4]2[NH:8][C:7]3[CH:9]=[C:10]([C:26]4[C:27]([CH3:32])=[N:28][O:29][C:30]=4[CH3:31])[CH:11]=[C:12]([C:13]([C:21]4[O:22][CH:23]=[CH:24][N:25]=4)([C:15]4[CH:16]=[N:17][CH:18]=[CH:19][CH:20]=4)O)[C:6]=3[N:5]=2)[CH2:3][CH2:2]1.CCN(S(F)(F)[F:39])CC.CCOC(C)=O, predict the reaction product. The product is: [CH:1]1([C:4]2[NH:8][C:7]3[CH:9]=[C:10]([C:26]4[C:27]([CH3:32])=[N:28][O:29][C:30]=4[CH3:31])[CH:11]=[C:12]([C:13]([F:39])([C:21]4[O:22][CH:23]=[CH:24][N:25]=4)[C:15]4[CH:16]=[N:17][CH:18]=[CH:19][CH:20]=4)[C:6]=3[N:5]=2)[CH2:3][CH2:2]1. (4) Given the reactants CN(C)C=O.[C:6]([C:10]1[CH:20]=[CH:19][C:13]([O:14][CH2:15][C:16]([OH:18])=O)=[CH:12][CH:11]=1)([CH3:9])([CH3:8])[CH3:7].Cl.[NH2:22][CH2:23][C:24]1[CH:29]=[CH:28][C:27]([NH:30][S:31]([CH3:34])(=[O:33])=[O:32])=[C:26]([F:35])[CH:25]=1.Cl.C(N=C=NCCCN(C)C)C, predict the reaction product. The product is: [C:6]([C:10]1[CH:11]=[CH:12][C:13]([O:14][CH2:15][C:16]([NH:22][CH2:23][C:24]2[CH:29]=[CH:28][C:27]([NH:30][S:31]([CH3:34])(=[O:33])=[O:32])=[C:26]([F:35])[CH:25]=2)=[O:18])=[CH:19][CH:20]=1)([CH3:7])([CH3:8])[CH3:9].